Dataset: Reaction yield outcomes from USPTO patents with 853,638 reactions. Task: Predict the reaction yield, written as a fraction of the theoretical maximum amount of product (1.0 means a 100% yield; for example, 0.34 means a 34% yield). (1) The reactants are [CH3:1][O:2][C:3](=[O:8])[CH:4](Br)[CH2:5]Br.CCN(CC)CC.[CH2:16]([NH:23][CH2:24][CH2:25][NH:26][CH2:27][C:28]1[CH:33]=[CH:32][CH:31]=[CH:30][CH:29]=1)[C:17]1[CH:22]=[CH:21][CH:20]=[CH:19][CH:18]=1. The catalyst is C1(C)C=CC=CC=1. The product is [CH3:1][O:2][C:3]([CH:4]1[CH2:5][N:26]([CH2:27][C:28]2[CH:33]=[CH:32][CH:31]=[CH:30][CH:29]=2)[CH2:25][CH2:24][N:23]1[CH2:16][C:17]1[CH:22]=[CH:21][CH:20]=[CH:19][CH:18]=1)=[O:8]. The yield is 0.848. (2) The reactants are [Na+].[CH3:2][O:3][C:4]1[CH:5]=[C:6]2[C:11](=[CH:12][CH:13]=1)[CH:10]=[C:9]([C@H:14]([CH3:18])[C:15]([O-:17])=[O:16])[CH:8]=[CH:7]2.Br[CH2:20][CH2:21][OH:22].CCOCC.CCCCCC. The catalyst is CN(C=O)C.C(Cl)Cl. The product is [CH3:2][O:3][C:4]1[CH:5]=[C:6]2[C:11](=[CH:12][CH:13]=1)[CH:10]=[C:9]([C@H:14]([CH3:18])[C:15]([O:17][CH2:20][CH2:21][OH:22])=[O:16])[CH:8]=[CH:7]2. The yield is 0.840. (3) The reactants are O[C:2]1([C:12]2[C:21]([OH:22])=[CH:20][C:15]3[O:16][CH2:17][CH2:18][O:19][C:14]=3[CH:13]=2)[C:10]2[C:5](=[CH:6][CH:7]=[CH:8][CH:9]=2)[NH:4][C:3]1=[O:11].C([SiH](CC)CC)C.FC(F)(F)C(O)=O. The catalyst is ClCCl. The product is [OH:22][C:21]1[C:12]([CH:2]2[C:10]3[C:5](=[CH:6][CH:7]=[CH:8][CH:9]=3)[NH:4][C:3]2=[O:11])=[CH:13][C:14]2[O:19][CH2:18][CH2:17][O:16][C:15]=2[CH:20]=1. The yield is 0.780. (4) The reactants are [C:1]([C:5]1[CH:39]=[CH:38][C:8]([CH2:9][N:10]2[C:14](=[O:15])[N:13]([CH2:16][CH3:17])[C:12]([CH2:18][CH2:19][CH2:20][C:21]3[CH:26]=[CH:25][C:24]([C:27]4[CH:32]=[CH:31][C:30]([CH:33]([OH:37])[C:34](O)=[O:35])=[CH:29][CH:28]=4)=[CH:23][CH:22]=3)=[N:11]2)=[CH:7][CH:6]=1)([CH3:4])([CH3:3])[CH3:2].[CH:40]1([NH2:43])[CH2:42][CH2:41]1.CN(C(ON1N=NC2C=CC=NC1=2)=[N+](C)C)C.F[P-](F)(F)(F)(F)F.C(N(C(C)C)CC)(C)C. The catalyst is CN(C=O)C.CCOCC. The product is [C:1]([C:5]1[CH:39]=[CH:38][C:8]([CH2:9][N:10]2[C:14](=[O:15])[N:13]([CH2:16][CH3:17])[C:12]([CH2:18][CH2:19][CH2:20][C:21]3[CH:22]=[CH:23][C:24]([C:27]4[CH:28]=[CH:29][C:30]([CH:33]([OH:37])[C:34]([NH:43][CH:40]5[CH2:42][CH2:41]5)=[O:35])=[CH:31][CH:32]=4)=[CH:25][CH:26]=3)=[N:11]2)=[CH:7][CH:6]=1)([CH3:2])([CH3:4])[CH3:3]. The yield is 0.730. (5) The reactants are [Br:1][C:2]1[CH:3]=[C:4]2[C:8](=[CH:9][CH:10]=1)[NH:7][CH2:6][CH2:5]2.[N+:11]([O-])([O-:13])=[O:12].[K+].C([O-])([O-])=O.[Na+].[Na+]. The catalyst is OS(O)(=O)=O. The product is [Br:1][C:2]1[CH:3]=[C:4]2[C:8](=[CH:9][C:10]=1[N+:11]([O-:13])=[O:12])[NH:7][CH2:6][CH2:5]2. The yield is 0.760. (6) The reactants are [OH-].[Li+].C[O:4][C:5]([CH2:7][N:8]([C:26](=[O:35])/[CH:27]=[CH:28]/[C:29]1[CH:34]=[CH:33][CH:32]=[CH:31][CH:30]=1)[C:9]1[CH:14]=[CH:13][C:12]([O:15]C(=O)/C=C/C2C=CC=CC=2)=[CH:11][CH:10]=1)=[O:6].Cl. The catalyst is O.C1COCC1.CO. The product is [OH:15][C:12]1[CH:13]=[CH:14][C:9]([N:8]([CH2:7][C:5]([OH:6])=[O:4])[C:26](=[O:35])/[CH:27]=[CH:28]/[C:29]2[CH:34]=[CH:33][CH:32]=[CH:31][CH:30]=2)=[CH:10][CH:11]=1. The yield is 0.750.